From a dataset of Full USPTO retrosynthesis dataset with 1.9M reactions from patents (1976-2016). Predict the reactants needed to synthesize the given product. (1) Given the product [C:51]([CH2:50][CH2:79][CH2:80][N:8]([CH3:48])[C@H:9]([C:13]([NH:15][C@H:16]([C:20]([N:22]([C@@H:24]([C@@H:44]([CH3:47])[CH2:45][CH3:46])[C@H:25]([O:42][CH3:43])[CH2:26][C:27]([N:29]1[CH2:33][CH2:32][CH2:31][C@H:30]1[C@H:34]([O:40][CH3:41])[C@@H:35]([CH3:36])[C:37]([NH:56][C@@:57]1([C:66](=[O:67])[NH2:68])[CH2:59][C@@H:58]1[C:60]1[CH:65]=[CH:64][CH:63]=[CH:62][CH:61]=1)=[O:39])=[O:28])[CH3:23])=[O:21])[CH:17]([CH3:18])[CH3:19])=[O:14])[CH:10]([CH3:12])[CH3:11])([OH:53])=[O:52], predict the reactants needed to synthesize it. The reactants are: C(OC([N:8]([CH3:48])[C@H:9]([C:13]([NH:15][C@H:16]([C:20]([N:22]([C@@H:24]([C@@H:44]([CH3:47])[CH2:45][CH3:46])[C@H:25]([O:42][CH3:43])[CH2:26][C:27]([N:29]1[CH2:33][CH2:32][CH2:31][C@H:30]1[C@H:34]([O:40][CH3:41])[C@H:35]([C:37]([OH:39])=O)[CH3:36])=[O:28])[CH3:23])=[O:21])[CH:17]([CH3:19])[CH3:18])=[O:14])[CH:10]([CH3:12])[CH3:11])=O)(C)(C)C.F[C:50](F)(F)[C:51]([OH:53])=[O:52].[NH2:56][C@@:57]1([C:66]([NH2:68])=[O:67])[CH2:59][C@@H:58]1[C:60]1[CH:65]=[CH:64][CH:63]=[CH:62][CH:61]=1.F[P-](F)(F)(F)(F)F.N1(OC(N(C)C)=[N+](C)C)[C:80]2N=CC=C[C:79]=2N=N1.FC(F)(F)C(O)=O.FC(F)(F)C([O-])=O.O=CCCC(O)=O.C([BH3-])#N.[Na+]. (2) The reactants are: [CH2:1]([C:5]1([CH2:20][C:21](=[O:23])[CH3:22])[CH2:14][CH2:13][C:12]2[C:7](=[CH:8][C:9]([F:18])=[C:10]([O:16][CH3:17])[C:11]=2[Cl:15])[C:6]1=O)[CH2:2][CH2:3][CH3:4].[OH-].[K+]. Given the product [CH2:1]([C:5]12[CH2:20][C:21](=[O:23])[CH:22]=[C:6]1[C:7]1[C:12]([CH2:13][CH2:14]2)=[C:11]([Cl:15])[C:10]([O:16][CH3:17])=[C:9]([F:18])[CH:8]=1)[CH2:2][CH2:3][CH3:4], predict the reactants needed to synthesize it. (3) Given the product [OH:3][CH:1]([CH:4]([CH2:9][CH2:10][CH2:11][C:12]1[CH:13]=[CH:14][CH:15]=[CH:16][CH:17]=1)[C:5]([O:7][CH3:8])=[O:6])[CH3:2], predict the reactants needed to synthesize it. The reactants are: [C:1]([CH:4]([CH2:9][CH2:10][CH2:11][C:12]1[CH:17]=[CH:16][CH:15]=[CH:14][CH:13]=1)[C:5]([O:7][CH3:8])=[O:6])(=[O:3])[CH3:2].[BH4-].[Na+]. (4) Given the product [CH3:7][C:6](=[CH:5][CH2:4][CH2:3][CH:2]([CH2:9][CH:10]=[O:11])[CH3:1])[CH3:8], predict the reactants needed to synthesize it. The reactants are: [CH3:1][C@H:2]([CH2:9][CH:10]=[O:11])[CH2:3][CH2:4][CH:5]=[C:6]([CH3:8])[CH3:7].C1N=C(N)C2N=CN([C@@H]3O[C@@H]4COP(O)(O[C@H]4[C@H]3O)=O)C=2N=1.CC(NCC(O)C1C=CC(O)=C(O)C=1)C. (5) Given the product [CH2:1]([N:8]1[CH2:13][CH2:12][O:11][C@H:10]([CH3:15])[C@H:9]1[C:16]([O:18][CH2:19][C:20]1[CH:25]=[CH:24][CH:23]=[CH:22][CH:21]=1)=[O:17])[C:2]1[CH:3]=[CH:4][CH:5]=[CH:6][CH:7]=1, predict the reactants needed to synthesize it. The reactants are: [CH2:1]([N:8]1[C:13](=O)[CH2:12][O:11][C@H:10]([CH3:15])[C@H:9]1[C:16]([O:18][CH2:19][C:20]1[CH:25]=[CH:24][CH:23]=[CH:22][CH:21]=1)=[O:17])[C:2]1[CH:7]=[CH:6][CH:5]=[CH:4][CH:3]=1.B.CO.O. (6) Given the product [NH:15]1[CH:19]=[C:18]([CH2:20][CH2:21][O:22][C:2]2[C:11]3[C:10](=[O:12])[N:9]([CH3:13])[CH:8]=[N:7][C:6]=3[CH:5]=[C:4]([Cl:14])[N:3]=2)[CH:17]=[N:16]1, predict the reactants needed to synthesize it. The reactants are: Cl[C:2]1[C:11]2[C:10](=[O:12])[N:9]([CH3:13])[CH:8]=[N:7][C:6]=2[CH:5]=[C:4]([Cl:14])[N:3]=1.[NH:15]1[CH:19]=[C:18]([CH2:20][CH2:21][OH:22])[CH:17]=[N:16]1.C([O-])([O-])=O.[K+].[K+]. (7) Given the product [NH:4]1[C:5]([CH2:6][CH2:7][C:8]2[N:9]([C:21]3[CH:29]=[CH:28][C:24]([C:25]([NH2:33])=[O:26])=[CH:23][C:22]=3[CH3:30])[C:10]([C:13]3[CH:14]=[CH:15][C:16]([O:19][CH3:20])=[CH:17][CH:18]=3)=[CH:11][CH:12]=2)=[N:1][N:2]=[N:3]1, predict the reactants needed to synthesize it. The reactants are: [NH:1]1[C:5]([CH2:6][CH2:7][C:8]2[N:9]([C:21]3[CH:29]=[CH:28][C:24]([C:25](O)=[O:26])=[CH:23][C:22]=3[CH3:30])[C:10]([C:13]3[CH:18]=[CH:17][C:16]([O:19][CH3:20])=[CH:15][CH:14]=3)=[CH:11][CH:12]=2)=[N:4][N:3]=[N:2]1.C1N=C[N:33](C(N2C=NC=C2)=O)C=1.O.[NH4+].